Dataset: Reaction yield outcomes from USPTO patents with 853,638 reactions. Task: Predict the reaction yield, written as a fraction of the theoretical maximum amount of product (1.0 means a 100% yield; for example, 0.34 means a 34% yield). (1) The reactants are CC1C(=[O:8])[C@@H](O)CC(C)(C)C=1/C=C/C(/C)=C/C=C/C(/C)=C/C=C/C=C(\C)/C=C/C=C(\C)/C=C/C1C(C)(C)C[C@H](O)C(=O)C=1C.CCN(C(C)C)C(C)C.Cl[C:55]([O:57]C(Cl)C(Cl)(Cl)Cl)=[O:56].[CH2:64]([OH:75])[C@H:65]([C@H:67]([C@@H:69]([C@@H:71]([CH2:73][OH:74])[OH:72])[OH:70])[OH:68])[OH:66]. The catalyst is C(Cl)Cl.CN(C1C=CN=CC=1)C.CN(C=O)C. The product is [C:55](=[O:56])([OH:8])[OH:57].[CH2:73]([OH:74])[C@H:71]([C@H:69]([C@@H:67]([C@@H:65]([CH2:64][OH:75])[OH:66])[OH:68])[OH:70])[OH:72]. The yield is 0.102. (2) The reactants are [CH:1]1([N:7]([CH:19]2[CH2:24][CH2:23][CH2:22][CH2:21][CH2:20]2)[C:8](=[O:18])[NH:9][C:10]2[S:11][CH:12]=[C:13]([C:15](O)=[O:16])[N:14]=2)[CH2:6][CH2:5][CH2:4][CH2:3][CH2:2]1.[CH3:25][O:26][C:27](=[O:30])[CH2:28][NH2:29]. No catalyst specified. The product is [CH3:25][O:26][C:27](=[O:30])[CH2:28][NH:29][C:15]([C:13]1[N:14]=[C:10]([NH:9][C:8]([N:7]([CH:19]2[CH2:24][CH2:23][CH2:22][CH2:21][CH2:20]2)[CH:1]2[CH2:6][CH2:5][CH2:4][CH2:3][CH2:2]2)=[O:18])[S:11][CH:12]=1)=[O:16]. The yield is 0.300. (3) The reactants are [C:1]([O:4][CH:5]1[C:9]2[N:10]=[CH:11][N:12]=[C:13](Cl)[C:8]=2[C@H:7]([CH3:15])[CH2:6]1)(=[O:3])[CH3:2].[CH3:16][C@@H:17]1[NH:22][CH2:21][CH2:20][N:19]([C:23]([O:25][C:26]([CH3:29])([CH3:28])[CH3:27])=[O:24])[CH2:18]1. The catalyst is CN1C(=O)CCC1.C(OCC)(=O)C. The product is [C:1]([O:4][CH:5]1[C:9]2[N:10]=[CH:11][N:12]=[C:13]([N:22]3[CH2:21][CH2:20][N:19]([C:23]([O:25][C:26]([CH3:29])([CH3:28])[CH3:27])=[O:24])[CH2:18][C@@H:17]3[CH3:16])[C:8]=2[C@H:7]([CH3:15])[CH2:6]1)(=[O:3])[CH3:2]. The yield is 0.600. (4) The reactants are [NH2:1][C:2]1[CH:3]=[C:4]([CH:21]=[CH:22][CH:23]=1)[O:5][C:6]1[CH:7]=[CH:8][C:9]2[N:10]([CH:12]=[C:13]([NH:15][C:16]([CH:18]3[CH2:20][CH2:19]3)=[O:17])[N:14]=2)[N:11]=1.Cl.[N:25]1[CH:30]=[CH:29][C:28]([C:31](Cl)=[O:32])=[CH:27][CH:26]=1. The catalyst is CN1CCCC1=O. The product is [CH:18]1([C:16]([NH:15][C:13]2[N:14]=[C:9]3[CH:8]=[CH:7][C:6]([O:5][C:4]4[CH:3]=[C:2]([NH:1][C:31](=[O:32])[C:28]5[CH:29]=[CH:30][N:25]=[CH:26][CH:27]=5)[CH:23]=[CH:22][CH:21]=4)=[N:11][N:10]3[CH:12]=2)=[O:17])[CH2:20][CH2:19]1. The yield is 0.780. (5) The reactants are [F:1][C:2]([F:18])([F:17])[C:3]1[CH:8]=[CH:7][C:6]([C:9]2[CH:14]=[CH:13][C:12]([NH:15][OH:16])=[CH:11][CH:10]=2)=[CH:5][CH:4]=1.C(N(C(C)C)CC)(C)C.[CH:28](OC1C=CC([N+]([O-])=O)=CC=1)=[O:29].C(=O)(O)[O-].[Na+]. The catalyst is ClCCl. The product is [OH:16][N:15]([C:12]1[CH:13]=[CH:14][C:9]([C:6]2[CH:7]=[CH:8][C:3]([C:2]([F:17])([F:18])[F:1])=[CH:4][CH:5]=2)=[CH:10][CH:11]=1)[CH:28]=[O:29]. The yield is 0.450. (6) The reactants are [Cl:1][C:2]1[CH:7]=[CH:6][C:5]([B:8]2[C:12]3[CH:13]=[CH:14][CH:15]=[CH:16][C:11]=3[CH2:10][O:9]2)=[C:4]([O:17]C)[CH:3]=1.B(Br)(Br)Br.CO.Cl. The catalyst is C(Cl)Cl.C(OCC)(=O)C. The product is [Cl:1][C:2]1[CH:7]=[CH:6][C:5]([B:8]2[C:12]3[CH:13]=[CH:14][CH:15]=[CH:16][C:11]=3[CH2:10][O:9]2)=[C:4]([OH:17])[CH:3]=1. The yield is 0.678.